From a dataset of Forward reaction prediction with 1.9M reactions from USPTO patents (1976-2016). Predict the product of the given reaction. (1) Given the reactants [Br:1][C:2]1[CH:9]=[CH:8][C:5]([CH:6]=[O:7])=[C:4]([Cl:10])[C:3]=1[OH:11].Cl([O-])=[O:13].[Na+].O, predict the reaction product. The product is: [Br:1][C:2]1[CH:9]=[CH:8][C:5]([C:6]([OH:13])=[O:7])=[C:4]([Cl:10])[C:3]=1[OH:11]. (2) Given the reactants [CH:1]1([C:4]([NH:6][O:7][C:8]([C:10]2[C:14]3[CH2:15][CH2:16][CH2:17][CH2:18][C:13]=3[S:12][C:11]=2[NH:19][C:20](=[O:26])[O:21][C:22]([CH3:25])([CH3:24])[CH3:23])=O)=[NH:5])[CH2:3][CH2:2]1.CCCC[N+](CCCC)(CCCC)CCCC.[F-].CCCCCCC.CCOC(C)=O, predict the reaction product. The product is: [CH:1]1([C:4]2[N:5]=[C:8]([C:10]3[C:14]4[CH2:15][CH2:16][CH2:17][CH2:18][C:13]=4[S:12][C:11]=3[NH:19][C:20](=[O:26])[O:21][C:22]([CH3:25])([CH3:24])[CH3:23])[O:7][N:6]=2)[CH2:3][CH2:2]1. (3) Given the reactants C([O:7][C:8]1[CH:13]=[C:12]([CH2:14][CH2:15]OS(C)(=O)=O)[O:11][C:10](=[O:21])[C:9]=1[C:22]1[C:27]([CH3:28])=[CH:26][C:25]([CH3:29])=[CH:24][C:23]=1[CH3:30])(=O)C(C)(C)C.[CH3:31][C:32]1[O:33][CH:34]=[CH:35][C:36]=1[SH:37].C([O-])([O-])=O.[K+].[K+].Cl, predict the reaction product. The product is: [OH:7][C:8]1[CH:13]=[C:12]([CH2:14][CH2:15][S:37][C:36]2[CH:35]=[CH:34][O:33][C:32]=2[CH3:31])[O:11][C:10](=[O:21])[C:9]=1[C:22]1[C:27]([CH3:28])=[CH:26][C:25]([CH3:29])=[CH:24][C:23]=1[CH3:30]. (4) Given the reactants [NH2:1][C:2](=[N:41][OH:42])[C:3]1[CH:4]=[CH:5][C:6]([CH3:40])=[C:7]([N:9]([CH2:26][C:27]([N:29]([N:31]2[CH2:39][C:38]3[C:33](=[CH:34][CH:35]=[CH:36][CH:37]=3)[CH2:32]2)[CH3:30])=[O:28])[CH2:10][C:11]([NH:13][CH2:14][CH2:15][N:16]([C:19]([O:21][C:22]([CH3:25])([CH3:24])[CH3:23])=[O:20])[CH2:17][CH3:18])=[O:12])[CH:8]=1.[F:43][CH:44]([F:48])[C:45](O)=O.CCN=C=NCCCN(C)C, predict the reaction product. The product is: [F:43][CH:44]([F:48])[C:45]1[O:42][N:41]=[C:2]([C:3]2[CH:4]=[CH:5][C:6]([CH3:40])=[C:7]([N:9]([CH2:26][C:27]([N:29]([N:31]3[CH2:32][C:33]4[C:38](=[CH:37][CH:36]=[CH:35][CH:34]=4)[CH2:39]3)[CH3:30])=[O:28])[CH2:10][C:11]([NH:13][CH2:14][CH2:15][N:16]([C:19]([O:21][C:22]([CH3:25])([CH3:23])[CH3:24])=[O:20])[CH2:17][CH3:18])=[O:12])[CH:8]=2)[N:1]=1. (5) Given the reactants Cl[C:2]1[C:11]2[C:6](=[CH:7][CH:8]=[C:9]([CH3:12])[CH:10]=2)[N:5]=[C:4]([N:13]2[CH2:19][C:18]3[CH:20]=[CH:21][CH:22]=[CH:23][C:17]=3[S:16](=[O:25])(=[O:24])[CH2:15][CH2:14]2)[CH:3]=1.[NH:26]1[CH2:31][CH2:30][O:29][CH2:28][CH2:27]1, predict the reaction product. The product is: [CH3:12][C:9]1[CH:10]=[C:11]2[C:6](=[CH:7][CH:8]=1)[N:5]=[C:4]([N:13]1[CH2:19][C:18]3[CH:20]=[CH:21][CH:22]=[CH:23][C:17]=3[S:16](=[O:25])(=[O:24])[CH2:15][CH2:14]1)[CH:3]=[C:2]2[N:26]1[CH2:31][CH2:30][O:29][CH2:28][CH2:27]1. (6) The product is: [I-:11].[Br:10][C:6]1[N:5]=[C:4]([C:1](=[O:3])[CH2:2][N+:13]2[CH:18]=[CH:17][CH:16]=[CH:15][CH:14]=2)[CH:9]=[CH:8][CH:7]=1. Given the reactants [C:1]([C:4]1[CH:9]=[CH:8][CH:7]=[C:6]([Br:10])[N:5]=1)(=[O:3])[CH3:2].[I:11]I.[N:13]1[CH:18]=[CH:17][CH:16]=[CH:15][CH:14]=1, predict the reaction product. (7) Given the reactants [CH3:1][C:2]1O[C:4](=[O:12])[C:5]2[CH:11]=[CH:10][CH:9]=[CH:8][C:6]=2[N:7]=1.[CH2:13]([NH2:21])[CH2:14][C:15]1[CH:20]=[CH:19][CH:18]=[CH:17][CH:16]=1, predict the reaction product. The product is: [CH3:1][C:2]1[N:21]([CH2:13][CH2:14][C:15]2[CH:20]=[CH:19][CH:18]=[CH:17][CH:16]=2)[C:4](=[O:12])[C:5]2[C:6](=[CH:8][CH:9]=[CH:10][CH:11]=2)[N:7]=1. (8) Given the reactants [CH:1]1([C:4]2[CH:8]=[C:7]([CH:9]3[CH2:11][CH2:10]3)[N:6]([C:12]3[N:17]=[CH:16][C:15]([NH:18][C:19](=[O:31])[CH2:20][C:21]4[CH:22]=[C:23]5[C:28](=[CH:29][CH:30]=4)[N:27]=[CH:26][CH:25]=[CH:24]5)=[CH:14][CH:13]=3)[N:5]=2)[CH2:3][CH2:2]1.[ClH:32], predict the reaction product. The product is: [ClH:32].[ClH:32].[CH:1]1([C:4]2[CH:8]=[C:7]([CH:9]3[CH2:10][CH2:11]3)[N:6]([C:12]3[N:17]=[CH:16][C:15]([NH:18][C:19](=[O:31])[CH2:20][C:21]4[CH:22]=[C:23]5[C:28](=[CH:29][CH:30]=4)[N:27]=[CH:26][CH:25]=[CH:24]5)=[CH:14][CH:13]=3)[N:5]=2)[CH2:3][CH2:2]1. (9) Given the reactants [N+]([C:4]1[NH:5][CH:6]=[C:7]([N+:9]([O-:11])=[O:10])[N:8]=1)([O-])=O.[CH3:12][C:13]1([CH2:16][NH:17][C:18](=[O:27])[O:19][CH2:20][C:21]2[CH:26]=[CH:25][CH:24]=[CH:23][CH:22]=2)[CH2:15][O:14]1.C([O-])(=O)C.[Na+].C(=O)([O-])O.[Na+], predict the reaction product. The product is: [CH3:15][C:13]1([CH2:16][NH:17][C:18](=[O:27])[O:19][CH2:20][C:21]2[CH:26]=[CH:25][CH:24]=[CH:23][CH:22]=2)[O:14][C:4]2=[N:8][C:7]([N+:9]([O-:11])=[O:10])=[CH:6][N:5]2[CH2:12]1.